This data is from Forward reaction prediction with 1.9M reactions from USPTO patents (1976-2016). The task is: Predict the product of the given reaction. (1) Given the reactants Br[CH2:2][CH2:3][CH2:4][C:5]([O:7][CH2:8][CH3:9])=[O:6].[NH:10]1[CH2:15][CH2:14][CH2:13][CH2:12][CH2:11]1, predict the reaction product. The product is: [N:10]1([CH2:2][CH2:3][CH2:4][C:5]([O:7][CH2:8][CH3:9])=[O:6])[CH2:15][CH2:14][CH2:13][CH2:12][CH2:11]1. (2) Given the reactants [NH2:1][C:2]([CH2:9][C:10](=[O:12])[O-:11])([CH2:4][N+:5]([CH3:8])([CH3:7])[CH3:6])O.[N:13]([C:16]1[CH:21]=[CH:20][CH:19]=[C:18]([O:22][C:23]2[CH:28]=[CH:27][CH:26]=[CH:25][CH:24]=2)[CH:17]=1)=[C:14]=[O:15], predict the reaction product. The product is: [O:22]([C:18]1[CH:17]=[C:16]([NH:13][C:14](=[O:15])[NH:1][C@@H:2]([CH2:4][N+:5]([CH3:8])([CH3:7])[CH3:6])[CH2:9][C:10]([O-:11])=[O:12])[CH:21]=[CH:20][CH:19]=1)[C:23]1[CH:24]=[CH:25][CH:26]=[CH:27][CH:28]=1. (3) The product is: [CH3:1][O:2][C:3]1[CH:4]=[CH:5][C:6]([C:7]([CH:9]2[CH2:10][CH2:11][N:12]([CH2:15][C:16]([NH:21][CH2:22][C:23]3[NH:24][C:25](=[O:32])[C:26]4[CH2:31][CH2:30][CH2:29][C:27]=4[N:28]=3)=[O:18])[CH2:13][CH2:14]2)=[O:8])=[CH:19][CH:20]=1. Given the reactants [CH3:1][O:2][C:3]1[CH:20]=[CH:19][C:6]([C:7]([CH:9]2[CH2:14][CH2:13][N:12]([CH2:15][C:16]([OH:18])=O)[CH2:11][CH2:10]2)=[O:8])=[CH:5][CH:4]=1.[NH2:21][CH2:22][C:23]1[NH:24][C:25](=[O:32])[C:26]2[CH2:31][CH2:30][CH2:29][C:27]=2[N:28]=1, predict the reaction product.